This data is from Forward reaction prediction with 1.9M reactions from USPTO patents (1976-2016). The task is: Predict the product of the given reaction. (1) Given the reactants [O:1]1[CH2:6][CH2:5][O:4][C:3]2[CH:7]=[C:8]([C:11]([O:13][CH3:14])=[O:12])[CH:9]=[CH:10][C:2]1=2.[N+:15]([O-])([OH:17])=[O:16], predict the reaction product. The product is: [N+:15]([C:9]1[C:8]([C:11]([O:13][CH3:14])=[O:12])=[CH:7][C:3]2[O:4][CH2:5][CH2:6][O:1][C:2]=2[CH:10]=1)([O-:17])=[O:16]. (2) Given the reactants [F:1][C:2]1[CH:7]=[CH:6][C:5]([C:8]2[C:17]3[C:12](=[CH:13][C:14]([CH2:18][N:19]4[N:23]=[N:22][C:21]([C:24]([OH:31])([CH2:29][CH3:30])[C:25]([F:28])([F:27])[F:26])=[N:20]4)=[CH:15][CH:16]=3)[N:11]=[C:10]([C:32]#[N:33])[CH:9]=2)=[CH:4][CH:3]=1.C([O-])([O-])=[O:35].C([O-])([O-])=O.OO.OO.OO.[Na+].[Na+].[Na+].[Na+].[NH4+].[Cl-], predict the reaction product. The product is: [F:1][C:2]1[CH:3]=[CH:4][C:5]([C:8]2[C:17]3[C:12](=[CH:13][C:14]([CH2:18][N:19]4[N:23]=[N:22][C:21]([C:24]([OH:31])([CH2:29][CH3:30])[C:25]([F:28])([F:27])[F:26])=[N:20]4)=[CH:15][CH:16]=3)[N:11]=[C:10]([C:32]([NH2:33])=[O:35])[CH:9]=2)=[CH:6][CH:7]=1. (3) Given the reactants [Si:1]([O:8][C@@H:9]1[C@H:13]([CH2:14][O:15][Si:16]([C:19]([CH3:22])([CH3:21])[CH3:20])([CH3:18])[CH3:17])[CH2:12][C@@H:11]([O:23][C:24]2[CH:29]=[C:28](Cl)[N:27]=[CH:26][N:25]=2)[CH2:10]1)([C:4]([CH3:7])([CH3:6])[CH3:5])([CH3:3])[CH3:2].[CH3:31][O:32][C@H:33]1[CH2:41][C:40]2[C:35](=[CH:36][CH:37]=[CH:38][CH:39]=2)[C@H:34]1[NH2:42].C(N(CC)CC)C.C(O)CCC, predict the reaction product. The product is: [Si:1]([O:8][C@@H:9]1[C@H:13]([CH2:14][O:15][Si:16]([C:19]([CH3:22])([CH3:21])[CH3:20])([CH3:18])[CH3:17])[CH2:12][C@@H:11]([O:23][C:24]2[N:25]=[CH:26][N:27]=[C:28]([NH:42][C@@H:34]3[C:35]4[C:40](=[CH:39][CH:38]=[CH:37][CH:36]=4)[CH2:41][C@@H:33]3[O:32][CH3:31])[CH:29]=2)[CH2:10]1)([C:4]([CH3:7])([CH3:6])[CH3:5])([CH3:3])[CH3:2]. (4) Given the reactants [CH3:1][C:2]1([CH3:23])[C:11]2[C:6]3=[C:7]([CH2:12][N:13](C(OC(C)(C)C)=O)[CH2:14][CH2:15][N:5]3[CH2:4][CH2:3]1)[CH:8]=[CH:9][CH:10]=2.FC(F)(F)C(O)=O, predict the reaction product. The product is: [CH3:1][C:2]1([CH3:23])[C:11]2[C:6]3=[C:7]([CH2:12][NH:13][CH2:14][CH2:15][N:5]3[CH2:4][CH2:3]1)[CH:8]=[CH:9][CH:10]=2.